The task is: Binary Classification. Given a T-cell receptor sequence (or CDR3 region) and an epitope sequence, predict whether binding occurs between them.. This data is from TCR-epitope binding with 47,182 pairs between 192 epitopes and 23,139 TCRs. (1) Result: 1 (the TCR binds to the epitope). The TCR CDR3 sequence is CASGTGGSNQPQHF. The epitope is HTTDPSFLGRY. (2) The epitope is RPHERNGFTVL. The TCR CDR3 sequence is CASSPLGLAGSYEQYF. Result: 0 (the TCR does not bind to the epitope).